This data is from Reaction yield outcomes from USPTO patents with 853,638 reactions. The task is: Predict the reaction yield, written as a fraction of the theoretical maximum amount of product (1.0 means a 100% yield; for example, 0.34 means a 34% yield). (1) The reactants are [Cl:1][C:2]1[CH:3]=[N:4][N:5]([CH3:16])[C:6]=1[C:7]1[CH:8]=[C:9]([C:13]([OH:15])=O)[O:10][C:11]=1[CH3:12].[NH2:17][C@@H:18]([CH2:31][C:32]1[CH:37]=[CH:36][CH:35]=[C:34]([C:38]([F:41])([F:40])[F:39])[CH:33]=1)[CH2:19][N:20]1[C:28](=[O:29])[C:27]2[C:22](=[CH:23][CH:24]=[CH:25][CH:26]=2)[C:21]1=[O:30].CC(OC(N[C@H](C(O)=O)CC1C=CC=CC=1C(F)(F)F)=O)(C)C.C1CN([P+](Br)(N2CCCC2)N2CCCC2)CC1.F[P-](F)(F)(F)(F)F.CCN(C(C)C)C(C)C. The catalyst is C(Cl)(Cl)Cl. The product is [Cl:1][C:2]1[CH:3]=[N:4][N:5]([CH3:16])[C:6]=1[C:7]1[CH:8]=[C:9]([C:13]([NH:17][C@@H:18]([CH2:31][C:32]2[CH:37]=[CH:36][CH:35]=[C:34]([C:38]([F:41])([F:39])[F:40])[CH:33]=2)[CH2:19][N:20]2[C:21](=[O:30])[C:22]3[C:27](=[CH:26][CH:25]=[CH:24][CH:23]=3)[C:28]2=[O:29])=[O:15])[O:10][C:11]=1[CH3:12]. The yield is 0.480. (2) The reactants are [Si:1]([O:8][C:9]1[CH:16]=[CH:15][C:12]([CH:13]=[O:14])=[CH:11][C:10]=1[O:17][CH2:18][CH3:19])([C:4]([CH3:7])([CH3:6])[CH3:5])([CH3:3])[CH3:2].[BH4-].[Na+].C([O-])(O)=O.[Na+]. The catalyst is CCO. The product is [Si:1]([O:8][C:9]1[CH:16]=[CH:15][C:12]([CH2:13][OH:14])=[CH:11][C:10]=1[O:17][CH2:18][CH3:19])([C:4]([CH3:7])([CH3:6])[CH3:5])([CH3:3])[CH3:2]. The yield is 0.980.